From a dataset of Full USPTO retrosynthesis dataset with 1.9M reactions from patents (1976-2016). Predict the reactants needed to synthesize the given product. (1) The reactants are: [CH2:1]([O:3][C:4]1[CH:5]=[C:6]([C:13]([O:21]C)(OC)[CH2:14][CH2:15][C:16]([O-:18])=O)[CH:7]=[CH:8][C:9]=1[O:10][CH2:11][CH3:12])[CH3:2].[K+].ClC1C=C(Cl)C=C(Cl)C=1C(Cl)=O.[C:36]1([C:42]2[CH:47]=[C:46]([C:48]3[CH:53]=[CH:52][CH:51]=[CH:50][CH:49]=3)[N:45]=[C:44]([NH2:54])[CH:43]=2)[CH:41]=[CH:40][CH:39]=[CH:38][CH:37]=1.Cl. Given the product [CH2:1]([O:3][C:4]1[CH:5]=[C:6]([C:13](=[O:21])[CH2:14][CH2:15][C:16]([NH:54][C:44]2[CH:43]=[C:42]([C:36]3[CH:41]=[CH:40][CH:39]=[CH:38][CH:37]=3)[CH:47]=[C:46]([C:48]3[CH:49]=[CH:50][CH:51]=[CH:52][CH:53]=3)[N:45]=2)=[O:18])[CH:7]=[CH:8][C:9]=1[O:10][CH2:11][CH3:12])[CH3:2], predict the reactants needed to synthesize it. (2) Given the product [CH2:1]([C:3]1([C:21]2[C:20]3[C:24](=[C:16]([O:15][CH3:14])[CH:17]=[CH:18][CH:19]=3)[NH:23][CH:22]=2)[C:11]2[C:6](=[CH:7][C:8]([F:12])=[CH:9][CH:10]=2)[CH2:5][CH2:4]1)[CH3:2], predict the reactants needed to synthesize it. The reactants are: [CH2:1]([C:3]1(O)[C:11]2[C:6](=[CH:7][C:8]([F:12])=[CH:9][CH:10]=2)[CH2:5][CH2:4]1)[CH3:2].[CH3:14][O:15][C:16]1[CH:17]=[CH:18][CH:19]=[C:20]2[C:24]=1[NH:23][CH:22]=[CH:21]2. (3) Given the product [F:15][C:16]([F:21])([F:20])[CH:17]([OH:18])[CH2:19][N:11]1[CH2:12][CH2:13][CH2:14][CH:9]([C:4]2[CH:5]=[CH:6][CH:7]=[CH:8][C:3]=2[O:2][CH3:1])[CH2:10]1, predict the reactants needed to synthesize it. The reactants are: [CH3:1][O:2][C:3]1[CH:8]=[CH:7][CH:6]=[CH:5][C:4]=1[CH:9]1[CH2:14][CH2:13][CH2:12][NH:11][CH2:10]1.[F:15][C:16]([F:21])([F:20])[C@@H:17]1[CH2:19][O:18]1.